From a dataset of Forward reaction prediction with 1.9M reactions from USPTO patents (1976-2016). Predict the product of the given reaction. (1) Given the reactants [Cl:1][C:2]1[CH:7]=[CH:6][C:5]([C:8]2[C:13]([CH3:14])=[N:12][NH:11][C:10](=O)[C:9]=2[C:16]2[CH:21]=[C:20]([F:22])[CH:19]=[C:18]([F:23])[C:17]=2[F:24])=[CH:4][CH:3]=1.P(Cl)(Cl)([Cl:27])=O, predict the reaction product. The product is: [Cl:27][C:10]1[N:11]=[N:12][C:13]([CH3:14])=[C:8]([C:5]2[CH:6]=[CH:7][C:2]([Cl:1])=[CH:3][CH:4]=2)[C:9]=1[C:16]1[CH:21]=[C:20]([F:22])[CH:19]=[C:18]([F:23])[C:17]=1[F:24]. (2) Given the reactants CS([O:5][C:6]1[CH:7]=[C:8]2[C:35](=[CH:36][C:37]=1[CH3:38])[O:34][C:11]1([CH2:20][C:19]([CH3:22])([CH3:21])[C:18]3[C:13](=[CH:14][C:15]([CH3:33])=[C:16]([O:23][CH2:24][CH2:25][N:26]4[C:30]([CH3:31])=[CH:29][C:28]([CH3:32])=[N:27]4)[CH:17]=3)[O:12]1)[CH2:10][C:9]2([CH3:40])[CH3:39])(=O)=O.[OH-].[Na+], predict the reaction product. The product is: [OH:5][C:6]1[CH:7]=[C:8]2[C:35](=[CH:36][C:37]=1[CH3:38])[O:34][C:11]1([CH2:20][C:19]([CH3:22])([CH3:21])[C:18]3[C:13](=[CH:14][C:15]([CH3:33])=[C:16]([O:23][CH2:24][CH2:25][N:26]4[C:30]([CH3:31])=[CH:29][C:28]([CH3:32])=[N:27]4)[CH:17]=3)[O:12]1)[CH2:10][C:9]2([CH3:40])[CH3:39]. (3) Given the reactants [CH2:1]([O:8][C:9]([NH:11][CH2:12][C:13]([N:15]1[CH2:21][CH2:20][CH2:19][N:18](C(OC(C)(C)C)=O)[CH2:17][CH2:16]1)=[O:14])=[O:10])[C:2]1[CH:7]=[CH:6][CH:5]=[CH:4][CH:3]=1.C(O)(C(F)(F)F)=O.Cl.O1CCOCC1, predict the reaction product. The product is: [CH2:1]([O:8][C:9](=[O:10])[NH:11][CH2:12][C:13]([N:15]1[CH2:21][CH2:20][CH2:19][NH:18][CH2:17][CH2:16]1)=[O:14])[C:2]1[CH:3]=[CH:4][CH:5]=[CH:6][CH:7]=1. (4) Given the reactants [CH2:1]([C:4]1[CH:9]=[CH:8][C:7]([CH2:10][CH2:11][CH3:12])=[CH:6][C:5]=1[OH:13])[CH2:2][CH3:3].I[CH3:15].[H-].[Na+], predict the reaction product. The product is: [CH3:15][O:13][C:5]1[CH:6]=[C:7]([CH2:10][CH2:11][CH3:12])[CH:8]=[CH:9][C:4]=1[CH2:1][CH2:2][CH3:3]. (5) Given the reactants [I-].[CH3:2][S+](C)(C)=O.[H-].[Na+].[O:9]=[C:10]([CH3:26])[CH2:11][CH2:12][N:13]1[CH2:18][CH2:17][N:16]([C:19]([O:21][C:22]([CH3:25])([CH3:24])[CH3:23])=[O:20])[CH2:15][CH2:14]1.O, predict the reaction product. The product is: [CH3:26][C:10]1([CH2:11][CH2:12][N:13]2[CH2:18][CH2:17][N:16]([C:19]([O:21][C:22]([CH3:25])([CH3:24])[CH3:23])=[O:20])[CH2:15][CH2:14]2)[CH2:2][O:9]1. (6) Given the reactants [CH3:1][O:2][CH2:3][CH2:4][CH2:5][C:6]1[S:10][C:9]([C:11]2[CH:16]=[CH:15][CH:14]=[CH:13][CH:12]=2)=[N:8][C:7]=1[C:17](Cl)=[O:18].[N:20]1[C:28]2[C:23](=[N:24][CH:25]=[CH:26][CH:27]=2)[S:22][C:21]=1[C:29]1[CH:35]=[CH:34][CH:33]=[CH:32][C:30]=1[NH2:31].CCN(C(C)C)C(C)C, predict the reaction product. The product is: [CH3:1][O:2][CH2:3][CH2:4][CH2:5][C:6]1[S:10][C:9]([C:11]2[CH:16]=[CH:15][CH:14]=[CH:13][CH:12]=2)=[N:8][C:7]=1[C:17]([NH:31][C:30]1[CH:32]=[CH:33][CH:34]=[CH:35][C:29]=1[C:21]1[S:22][C:23]2[C:28]([N:20]=1)=[CH:27][CH:26]=[CH:25][N:24]=2)=[O:18].